Regression. Given two drug SMILES strings and cell line genomic features, predict the synergy score measuring deviation from expected non-interaction effect. From a dataset of NCI-60 drug combinations with 297,098 pairs across 59 cell lines. Drug 1: C1C(C(OC1N2C=C(C(=O)NC2=O)F)CO)O. Drug 2: C#CCC(CC1=CN=C2C(=N1)C(=NC(=N2)N)N)C3=CC=C(C=C3)C(=O)NC(CCC(=O)O)C(=O)O. Cell line: HS 578T. Synergy scores: CSS=44.0, Synergy_ZIP=-6.22, Synergy_Bliss=-10.2, Synergy_Loewe=-17.0, Synergy_HSA=-10.1.